This data is from Catalyst prediction with 721,799 reactions and 888 catalyst types from USPTO. The task is: Predict which catalyst facilitates the given reaction. (1) Reactant: C(OC([N:8]1[CH2:13][CH2:12][N:11]([C:14]2[CH:19]=[CH:18][C:17]([C:20]3[NH:42][C:23]4=[N:24][CH:25]=[C:26]([Br:41])[C:27]([N:28]5[CH2:33][CH2:32][N:31]([CH2:34][C:35]6[N:36]=[C:37]([CH3:40])[S:38][CH:39]=6)[CH2:30][CH2:29]5)=[C:22]4[N:21]=3)=[CH:16][CH:15]=2)[CH2:10][CH2:9]1)=O)(C)(C)C.C(O)(C(F)(F)F)=O. Product: [Br:41][C:26]1[C:27]([N:28]2[CH2:29][CH2:30][N:31]([CH2:34][C:35]3[N:36]=[C:37]([CH3:40])[S:38][CH:39]=3)[CH2:32][CH2:33]2)=[C:22]2[N:21]=[C:20]([C:17]3[CH:18]=[CH:19][C:14]([N:11]4[CH2:10][CH2:9][NH:8][CH2:13][CH2:12]4)=[CH:15][CH:16]=3)[NH:42][C:23]2=[N:24][CH:25]=1. The catalyst class is: 2. (2) Reactant: [O:1]1[C:5]2[CH:6]=[CH:7][C:8]([NH:10][C:11](SC)=[C:12]([S:15]([CH3:18])(=[O:17])=[O:16])[C:13]#[N:14])=[CH:9][C:4]=2[O:3][CH2:2]1.[CH3:21][C:22]([NH2:26])([CH3:25])[CH2:23][CH3:24]. Product: [O:1]1[C:5]2[CH:6]=[CH:7][C:8]([NH:10][C:11]([NH:26][C:22]([CH3:25])([CH3:21])[CH2:23][CH3:24])=[C:12]([S:15]([CH3:18])(=[O:17])=[O:16])[C:13]#[N:14])=[CH:9][C:4]=2[O:3][CH2:2]1. The catalyst class is: 10. (3) Reactant: [SiH3][OH:2].[CH:3]1[C:16]2[C:7](=[CH:8][C:9]3[C:14]([C:15]=2Br)=[CH:13][CH:12]=[CH:11][CH:10]=3)[CH:6]=[CH:5][CH:4]=1.C([Li])CCC.Cl[Si:24](Cl)([C:31]1[CH:36]=[CH:35][CH:34]=[CH:33][CH:32]=1)[C:25]1[CH:30]=[CH:29][CH:28]=[CH:27][CH:26]=1. Product: [CH:3]1[C:16]2[C:7](=[CH:8][C:9]3[C:14]([C:15]=2[Si:24]([C:31]2[CH:36]=[CH:35][CH:34]=[CH:33][CH:32]=2)([C:25]2[CH:30]=[CH:29][CH:28]=[CH:27][CH:26]=2)[OH:2])=[CH:13][CH:12]=[CH:11][CH:10]=3)[CH:6]=[CH:5][CH:4]=1. The catalyst class is: 6. (4) Reactant: [F:1][C:2]1[CH:7]=[CH:6][CH:5]=[CH:4][C:3]=1[S:8](Cl)(=[O:10])=[O:9].[NH2:12][C:13]1[C:14]2[C:21]([C:22]([C:24]3[CH:29]=[C:28]([CH3:30])[N:27]=[C:26]([NH2:31])[CH:25]=3)=[O:23])=[CH:20][N:19]([CH:32]([CH3:34])[CH3:33])[C:15]=2[N:16]=[CH:17][N:18]=1. The catalyst class is: 17. Product: [NH2:12][C:13]1[C:14]2[C:21]([C:22]([C:24]3[CH:29]=[C:28]([CH3:30])[N:27]=[C:26]([NH:31][S:8]([C:3]4[CH:4]=[CH:5][CH:6]=[CH:7][C:2]=4[F:1])(=[O:10])=[O:9])[CH:25]=3)=[O:23])=[CH:20][N:19]([CH:32]([CH3:34])[CH3:33])[C:15]=2[N:16]=[CH:17][N:18]=1. (5) Reactant: [CH3:1][O:2][C:3]1[CH:27]=[C:26]([O:28][CH3:29])[CH:25]=[CH:24][C:4]=1[CH2:5][NH:6][C:7]1[N:16]2[N:17]=[C:18]([CH:20]=[O:21])[N:19]=[C:15]2[C:14]2[CH:13]=[CH:12][CH:11]=[C:10]([O:22][CH3:23])[C:9]=2[N:8]=1.[CH3:30][Mg]Cl. Product: [CH3:1][O:2][C:3]1[CH:27]=[C:26]([O:28][CH3:29])[CH:25]=[CH:24][C:4]=1[CH2:5][NH:6][C:7]1[N:16]2[N:17]=[C:18]([CH:20]([OH:21])[CH3:30])[N:19]=[C:15]2[C:14]2[CH:13]=[CH:12][CH:11]=[C:10]([O:22][CH3:23])[C:9]=2[N:8]=1. The catalyst class is: 7. (6) Reactant: [CH2:1]1COCC1.[C:6]1([C:12]2[NH:13][C:14]3[C:19]([CH:20]=2)=[CH:18][CH:17]=[CH:16][CH:15]=3)[CH:11]=[CH:10][CH:9]=[CH:8][CH:7]=1.[H-].[Na+].CI. Product: [CH3:1][N:13]1[C:14]2[C:19](=[CH:18][CH:17]=[CH:16][CH:15]=2)[CH:20]=[C:12]1[C:6]1[CH:11]=[CH:10][CH:9]=[CH:8][CH:7]=1. The catalyst class is: 6. (7) Reactant: C(OC([N:8]1[CH2:12][C@@H:11]([CH2:13][N:14]([CH:31]([CH3:33])[CH3:32])[C:15](=[O:30])[C:16]2[CH:21]=[CH:20][C:19]([O:22][CH3:23])=[C:18]([O:24][CH2:25][CH2:26][CH2:27][O:28][CH3:29])[CH:17]=2)[C@H:10]([OH:34])[CH2:9]1)=O)(C)(C)C.[N:35]([CH2:38][C:39]1[CH:44]=[CH:43][CH:42]=[CH:41][C:40]=1[O:45][CH3:46])=[C:36]=[O:37].CC#N.O.CC#N. Product: [CH:31]([N:14]([CH2:13][C@@H:11]1[CH2:12][NH:8][CH2:9][C@H:10]1[O:34][C:36](=[O:37])[NH:35][CH2:38][C:39]1[CH:44]=[CH:43][CH:42]=[CH:41][C:40]=1[O:45][CH3:46])[C:15](=[O:30])[C:16]1[CH:21]=[CH:20][C:19]([O:22][CH3:23])=[C:18]([O:24][CH2:25][CH2:26][CH2:27][O:28][CH3:29])[CH:17]=1)([CH3:32])[CH3:33]. The catalyst class is: 6.